From a dataset of Peptide-MHC class I binding affinity with 185,985 pairs from IEDB/IMGT. Regression. Given a peptide amino acid sequence and an MHC pseudo amino acid sequence, predict their binding affinity value. This is MHC class I binding data. (1) The peptide sequence is KQQNFYALF. The MHC is HLA-A02:01 with pseudo-sequence HLA-A02:01. The binding affinity (normalized) is 0.309. (2) The binding affinity (normalized) is 1.00. The peptide sequence is MYFHRRDLR. The MHC is HLA-A31:01 with pseudo-sequence HLA-A31:01. (3) The peptide sequence is FRVDLRTL. The MHC is H-2-Db with pseudo-sequence H-2-Db. The binding affinity (normalized) is 0. (4) The peptide sequence is KLNNVFYVF. The MHC is HLA-B15:03 with pseudo-sequence HLA-B15:03. The binding affinity (normalized) is 0.648. (5) The binding affinity (normalized) is 0. The MHC is HLA-A23:01 with pseudo-sequence HLA-A23:01. The peptide sequence is GPSHKARVL. (6) The peptide sequence is SLTCEVDAL. The MHC is HLA-A02:03 with pseudo-sequence HLA-A02:03. The binding affinity (normalized) is 0.447.